This data is from Full USPTO retrosynthesis dataset with 1.9M reactions from patents (1976-2016). The task is: Predict the reactants needed to synthesize the given product. (1) Given the product [CH2:10]([O:12][C:13]1[CH:19]=[CH:18][C:16]([NH:17][C:2]2[CH:7]=[CH:6][C:5]([O:8][CH3:9])=[CH:4][CH:3]=2)=[CH:15][CH:14]=1)[CH3:11], predict the reactants needed to synthesize it. The reactants are: Cl[C:2]1[CH:7]=[CH:6][C:5]([O:8][CH3:9])=[CH:4][CH:3]=1.[CH2:10]([O:12][C:13]1[CH:19]=[CH:18][C:16]([NH2:17])=[CH:15][CH:14]=1)[CH3:11].CC([O-])(C)C.[Na+].O(CCCC)CCCC. (2) Given the product [C:14]12([NH:24][CH2:8][C:7]3[CH:10]=[CH:11][C:4]([O:3][C:2]([F:13])([F:12])[F:1])=[CH:5][CH:6]=3)[CH2:21][CH:20]3[CH2:19][CH:18]([CH2:17][CH:16]([CH2:22]3)[CH2:15]1)[CH2:23]2, predict the reactants needed to synthesize it. The reactants are: [F:1][C:2]([F:13])([F:12])[O:3][C:4]1[CH:11]=[CH:10][C:7]([CH:8]=O)=[CH:6][CH:5]=1.[C:14]12([NH2:24])[CH2:23][CH:18]3[CH2:19][CH:20]([CH2:22][CH:16]([CH2:17]3)[CH2:15]1)[CH2:21]2. (3) Given the product [Cl:1][C:2]1[CH:8]=[C:7]([O:9][C:10]2[C:19]3[C:14](=[CH:15][C:16]([O:22][CH3:23])=[C:17]([O:20][CH3:21])[CH:18]=3)[N:13]=[CH:12][CH:11]=2)[CH:6]=[CH:5][C:3]=1[NH:4][C:35]([NH:52][C@H:50]([C:47]1[CH:48]=[CH:49][C:44]([F:43])=[CH:45][CH:46]=1)[CH3:51])=[O:41], predict the reactants needed to synthesize it. The reactants are: [Cl:1][C:2]1[CH:8]=[C:7]([O:9][C:10]2[C:19]3[C:14](=[CH:15][C:16]([O:22][CH3:23])=[C:17]([O:20][CH3:21])[CH:18]=3)[N:13]=[CH:12][CH:11]=2)[CH:6]=[CH:5][C:3]=1[NH2:4].C(N(CC)CC)C.ClC(Cl)(O[C:35](=[O:41])OC(Cl)(Cl)Cl)Cl.[F:43][C:44]1[CH:49]=[CH:48][C:47]([C@@H:50]([NH2:52])[CH3:51])=[CH:46][CH:45]=1. (4) Given the product [Br:1][C:32]1[CH:33]=[CH:34][C:35]2[N:36]([C:45]3[CH:50]=[CH:49][CH:48]=[CH:47][CH:46]=3)[C:37]3[C:42]([C:43]=2[CH:44]=1)=[CH:41][CH:40]=[CH:39][CH:38]=3, predict the reactants needed to synthesize it. The reactants are: [Br:1]C1C=CC(C2C(C3C=CC(Br)=CC=3)=NC3C(=CC=CC=3)N=2)=CC=1.C1(N[C:32]2[CH:33]=[CH:34][C:35]3[N:36]([C:45]4[CH:50]=[CH:49][CH:48]=[CH:47][CH:46]=4)[C:37]4[C:42]([C:43]=3[CH:44]=2)=[CH:41][CH:40]=[CH:39][CH:38]=4)C=CC=CC=1.CC(C)([O-])C.[Na+].C(P(C(C)(C)C)C(C)(C)C)(C)(C)C.[O-][Si]([O-])=O.[Mg+2]. (5) Given the product [CH3:13][C:14]1[CH:15]=[CH:16][C:17]2[N:18]([CH3:35])[C:19](=[O:34])[C:20]3[CH:30]=[C:29]([CH2:31][CH2:32][O:33][C:37]4[C:46]5[C:41](=[CH:42][CH:43]=[CH:44][CH:45]=5)[N:40]=[CH:39][CH:38]=4)[CH:28]=[N:27][C:21]=3[N:22]([CH2:25][CH3:26])[C:23]=2[N:24]=1, predict the reactants needed to synthesize it. The reactants are: N(C(OCC)=O)=NC(OCC)=O.[CH3:13][C:14]1[CH:15]=[CH:16][C:17]2[N:18]([CH3:35])[C:19](=[O:34])[C:20]3[CH:30]=[C:29]([CH2:31][CH2:32][OH:33])[CH:28]=[N:27][C:21]=3[N:22]([CH2:25][CH3:26])[C:23]=2[N:24]=1.O[C:37]1[C:46]2[C:41](=[CH:42][CH:43]=[CH:44][CH:45]=2)[N:40]=[CH:39][CH:38]=1.C1C=CC(P(C2C=CC=CC=2)C2C=CC=CC=2)=CC=1. (6) Given the product [Cl:28][C:29]1[CH:34]=[C:33]([Cl:35])[CH:32]=[CH:31][C:30]=1[C:22]([CH2:20][C:13]1[C:14]2[C:19](=[CH:18][CH:17]=[CH:16][CH:15]=2)[NH:11][CH:12]=1)=[O:25], predict the reactants needed to synthesize it. The reactants are: S([N:11]1[C:19]2[C:14](=[CH:15][CH:16]=[CH:17][CH:18]=2)[C:13]([CH2:20]Br)=[CH:12]1)(C1C=CC(C)=CC=1)(=O)=O.[C:22]([O-:25])([O-])=O.[K+].[K+].[Cl:28][C:29]1[CH:34]=[C:33]([Cl:35])[CH:32]=[CH:31][C:30]=1B(O)O. (7) Given the product [NH2:10][C@@H:11]([CH:12]([CH3:14])[CH3:13])[C:15]([N:17]([CH3:19])[CH3:18])=[O:16], predict the reactants needed to synthesize it. The reactants are: C(OC(=O)[NH:10][C@H:11]([C:15]([N:17]([CH3:19])[CH3:18])=[O:16])[CH:12]([CH3:14])[CH3:13])C1C=CC=CC=1. (8) Given the product [Br:1][C:2]1[CH:3]=[C:4]2[C:9](=[C:10]([O:12][CH3:13])[CH:11]=1)[N:8]=[C:7]([C:14]1[CH:19]=[N:18][CH:17]=[CH:16][N:15]=1)[N:6]=[C:5]2[NH:28][CH3:32], predict the reactants needed to synthesize it. The reactants are: [Br:1][C:2]1[CH:3]=[C:4]2[C:9](=[C:10]([O:12][CH3:13])[CH:11]=1)[N:8]=[C:7]([C:14]1[CH:19]=[N:18][CH:17]=[CH:16][N:15]=1)[N:6]=[C:5]2O.F[P-](F)(F)(F)(F)F.[N:28]1(O[P+](N(C)C)(N(C)C)N(C)C)[C:32]2C=CC=CC=2N=N1.C1CCN2C(=NCCC2)CC1.CN.O. (9) Given the product [CH2:1]([O:5][CH2:6][CH2:7][O:8][C:9]1[CH:10]=[CH:11][C:12]([C:15]2[CH:16]=[CH:17][C:18]3[N:24]([CH2:25][CH2:26][CH3:27])[CH2:23][CH2:22][C:21]([C:28]([NH:30][C:31]4[CH:32]=[CH:33][C:34]([S:37]([CH2:38][C:39]5[N:43]([CH2:44][CH:45]([CH3:46])[CH3:47])[CH:42]=[N:41][N:40]=5)=[O:57])=[CH:35][CH:36]=4)=[O:29])=[CH:20][C:19]=3[CH:48]=2)=[CH:13][CH:14]=1)[CH2:2][CH2:3][CH3:4], predict the reactants needed to synthesize it. The reactants are: [CH2:1]([O:5][CH2:6][CH2:7][O:8][C:9]1[CH:14]=[CH:13][C:12]([C:15]2[CH:16]=[CH:17][C:18]3[N:24]([CH2:25][CH2:26][CH3:27])[CH2:23][CH2:22][C:21]([C:28]([NH:30][C:31]4[CH:36]=[CH:35][C:34]([S:37][CH2:38][C:39]5[N:43]([CH2:44][CH:45]([CH3:47])[CH3:46])[CH:42]=[N:41][N:40]=5)=[CH:33][CH:32]=4)=[O:29])=[CH:20][C:19]=3[CH:48]=2)=[CH:11][CH:10]=1)[CH2:2][CH2:3][CH3:4].ClC1C=CC=C(C(OO)=[O:57])C=1.S([O-])([O-])(=O)=S.[Na+].[Na+].